Dataset: Reaction yield outcomes from USPTO patents with 853,638 reactions. Task: Predict the reaction yield, written as a fraction of the theoretical maximum amount of product (1.0 means a 100% yield; for example, 0.34 means a 34% yield). (1) The reactants are [Br:1][C:2]1[S:9][C:8]2[C:7]([CH:10]=[O:11])=[C:6]([C:12]([O:14][CH2:15][CH3:16])=[O:13])[NH:5][C:4]=2[CH:3]=1.[C:17](=O)([O-])[O-].[K+].[K+].IC.O. The catalyst is CN(C=O)C.CCOC(C)=O. The product is [Br:1][C:2]1[S:9][C:8]2[C:7]([CH:10]=[O:11])=[C:6]([C:12]([O:14][CH2:15][CH3:16])=[O:13])[N:5]([CH3:17])[C:4]=2[CH:3]=1. The yield is 0.820. (2) The yield is 0.510. The catalyst is O1CCCC1. The product is [CH3:9][C@H:8]([NH:10][C:11](=[O:17])[O:12][C:13]([CH3:14])([CH3:15])[CH3:16])[C:7](=[O:18])[CH3:1]. The reactants are [CH3:1][Mg]Br.CON(C)[C:7](=[O:18])[C@@H:8]([NH:10][C:11](=[O:17])[O:12][C:13]([CH3:16])([CH3:15])[CH3:14])[CH3:9].[Cl-].[NH4+]. (3) The product is [NH2:21][C:17]1[CH:16]=[C:15]([S:12]([N:11]([O:24][CH:25]([CH2:28][CH3:29])[CH2:26][CH3:27])[CH2:10][C@@H:9]([OH:30])[C@@H:8]([NH:31][C:32](=[O:42])[O:33][C@@H:34]2[C@H:41]3[C@H:37]([O:38][CH2:39][CH2:40]3)[O:36][CH2:35]2)[CH2:1][C:2]2[CH:3]=[CH:4][CH:5]=[CH:6][CH:7]=2)(=[O:14])=[O:13])[CH:20]=[CH:19][CH:18]=1. The reactants are [CH2:1]([C@H:8]([NH:31][C:32](=[O:42])[O:33][C@@H:34]1[C@H:41]2[C@H:37]([O:38][CH2:39][CH2:40]2)[O:36][CH2:35]1)[C@H:9]([OH:30])[CH2:10][N:11]([O:24][CH:25]([CH2:28][CH3:29])[CH2:26][CH3:27])[S:12]([C:15]1[CH:20]=[CH:19][CH:18]=[C:17]([N+:21]([O-])=O)[CH:16]=1)(=[O:14])=[O:13])[C:2]1[CH:7]=[CH:6][CH:5]=[CH:4][CH:3]=1. The catalyst is C(O)C.[Pd]. The yield is 0.670. (4) The reactants are [N:1]1[CH:6]=[CH:5][CH:4]=[CH:3][C:2]=1[C:7]1[O:11][CH:10]=[N:9][CH:8]=1.[CH2:12]([S:19][CH2:20][CH2:21][CH2:22][CH2:23][C:24](O)=[O:25])[C:13]1[CH:18]=[CH:17][CH:16]=[CH:15][CH:14]=1. No catalyst specified. The product is [CH2:12]([S:19][CH2:20][CH2:21][CH2:22][CH2:23][C:24]([C:10]1[O:11][C:7]([C:2]2[CH:3]=[CH:4][CH:5]=[CH:6][N:1]=2)=[CH:8][N:9]=1)=[O:25])[C:13]1[CH:18]=[CH:17][CH:16]=[CH:15][CH:14]=1. The yield is 0.0900. (5) The reactants are [CH2:1]([N:4]([CH2:12][C:13](=[N:20][OH:21])[C:14]1[CH:19]=[CH:18][CH:17]=[CH:16][CH:15]=1)[C:5](=[O:11])[O:6][C:7]([CH3:10])([CH3:9])[CH3:8])[CH:2]=[CH2:3]. The catalyst is C1(C)C(C)=CC=CC=1. The product is [C:7]([O:6][C:5]([N:4]1[CH2:1][CH:2]2[C:13]([C:14]3[CH:19]=[CH:18][CH:17]=[CH:16][CH:15]=3)([NH:20][O:21][CH2:3]2)[CH2:12]1)=[O:11])([CH3:10])([CH3:9])[CH3:8]. The yield is 0.480.